This data is from Reaction yield outcomes from USPTO patents with 853,638 reactions. The task is: Predict the reaction yield, written as a fraction of the theoretical maximum amount of product (1.0 means a 100% yield; for example, 0.34 means a 34% yield). The catalyst is C1COCC1. The product is [CH2:26]([O:25][C:23]([N:20]1[CH2:21][CH:22]=[C:17]([C:15]2[N:16]=[C:12]([S:11][C:39]3[C@H:45]([CH3:46])[C@H:44]4[N:41]([C:42](=[O:54])[C@@H:43]4[C@H:47]([O:49][Si:50]([CH3:51])([CH3:52])[CH3:53])[CH3:48])[C:40]=3[C:55]([O:57][CH2:58][CH:59]=[CH2:60])=[O:56])[S:13][CH:14]=2)[CH2:18][C@@H:19]1[CH3:29])=[O:24])[CH:27]=[CH2:28]. The yield is 0.470. The reactants are C[Si](C)(C)[N-][Si](C)(C)C.[Li+].[SH:11][C:12]1[S:13][CH:14]=[C:15]([C:17]2[CH2:18][C@H:19]([CH3:29])[N:20]([C:23]([O:25][CH2:26][CH:27]=[CH2:28])=[O:24])[CH2:21][CH:22]=2)[N:16]=1.O(P(OC1C=CC=CC=1)O[C:39]1[C@H:45]([CH3:46])[C@H:44]2[N:41]([C:42](=[O:54])[C@@H:43]2[C@H:47]([O:49][Si:50]([CH3:53])([CH3:52])[CH3:51])[CH3:48])[C:40]=1[C:55]([O:57][CH2:58][CH:59]=[CH2:60])=[O:56])C1C=CC=CC=1.C(#N)C.